Dataset: Forward reaction prediction with 1.9M reactions from USPTO patents (1976-2016). Task: Predict the product of the given reaction. (1) The product is: [C:2]([C:8]1[C:9]2[O:14][CH2:13][CH2:12][O:11][C:10]=2[CH:15]=[CH:16][C:7]=1[O:6][CH3:5])([CH3:4])=[CH2:3].[CH2:10]=[CH:15][C:16](=[CH2:7])[CH3:20]. Given the reactants Br[C:2]([CH3:4])=[CH2:3].[CH3:5][O:6][C:7]1[CH:16]=[CH:15][C:10]2[O:11][CH2:12][CH2:13][O:14][C:9]=2[C:8]=1B(O)O.[C:20]([O-])([O-])=O.[K+].[K+], predict the reaction product. (2) Given the reactants [NH2:1][C:2]1[CH:7]=[CH:6][C:5]([CH:8]2[C:17]([CH3:19])([CH3:18])[CH2:16][C:15]3[C:10](=[CH:11][CH:12]=[C:13]([C:20]([OH:22])=[O:21])[CH:14]=3)[NH:9]2)=[CH:4][CH:3]=1.[F:23][C:24]1[CH:25]=[C:26]([S:30](Cl)(=[O:32])=[O:31])[CH:27]=[CH:28][CH:29]=1, predict the reaction product. The product is: [F:23][C:24]1[CH:25]=[C:26]([S:30]([NH:1][C:2]2[CH:3]=[CH:4][C:5]([CH:8]3[C:17]([CH3:18])([CH3:19])[CH2:16][C:15]4[C:10](=[CH:11][CH:12]=[C:13]([C:20]([OH:22])=[O:21])[CH:14]=4)[NH:9]3)=[CH:6][CH:7]=2)(=[O:32])=[O:31])[CH:27]=[CH:28][CH:29]=1. (3) Given the reactants [Cl:1][C:2]1[CH:3]=[C:4]([CH:7]=[CH:8][CH:9]=1)[C:5]#[N:6].[CH3:10][O-:11].[Na+], predict the reaction product. The product is: [Cl:1][C:2]1[CH:3]=[C:4]([CH:7]=[CH:8][CH:9]=1)[C:5](=[NH:6])[O:11][CH3:10]. (4) Given the reactants C(S)CCCCCCCCCCC.C(Br)(Br)(Br)Br.[CH2:19]=[CH:20][C:21]1[CH:26]=[CH:25][CH:24]=[CH:23][CH:22]=1.[C:27]([O:31]CCCC)(=[O:30])[CH:28]=[CH2:29].C(O)(=O)C=C.[NH4+], predict the reaction product. The product is: [CH:19]([CH:29]=[CH:28][C:27]([OH:31])=[O:30])=[CH:20][C:21]1[CH:26]=[CH:25][CH:24]=[CH:23][CH:22]=1. (5) Given the reactants [CH:1]([C:3]1[CH:8]=[CH:7][C:6]([CH:9]2[C:13]3[C:14]([CH3:28])=[C:15]([NH:20][C:21](=[O:27])[CH2:22][C:23]([CH3:26])([CH3:25])[CH3:24])[C:16]([CH3:19])=[C:17]([CH3:18])[C:12]=3[O:11][CH2:10]2)=[CH:5][CH:4]=1)=O.[C:29]([O:32][CH2:33][CH3:34])(=[O:31])[CH3:30], predict the reaction product. The product is: [CH3:24][C:23]([CH3:26])([CH3:25])[CH2:22][C:21]([NH:20][C:15]1[C:16]([CH3:19])=[C:17]([CH3:18])[C:12]2[O:11][CH2:10][CH:9]([C:6]3[CH:5]=[CH:4][C:3](/[CH:1]=[CH:30]/[C:29]([O:32][CH2:33][CH3:34])=[O:31])=[CH:8][CH:7]=3)[C:13]=2[C:14]=1[CH3:28])=[O:27]. (6) Given the reactants Br[C:2]1[CH:3]=[N:4][CH:5]=[C:6]([Br:8])[CH:7]=1.C([O:12][C:13]([CH3:15])=[CH2:14])(=O)C.C1(P(C2C=CC=CC=2)C2C=CC=CC=2C2C=CC=CC=2N(C)C)C=CC=CC=1, predict the reaction product. The product is: [Br:8][C:6]1[CH:7]=[C:2]([CH2:14][C:13](=[O:12])[CH3:15])[CH:3]=[N:4][CH:5]=1. (7) Given the reactants Cl.[CH:2]1([NH:8][OH:9])[CH2:7][CH2:6][CH2:5][CH2:4][CH2:3]1.[N:10]1([C:15]2[CH:22]=[CH:21][CH:20]=[CH:19][C:16]=2[CH:17]=O)[CH:14]=[CH:13][CH:12]=[N:11]1, predict the reaction product. The product is: [CH:2]1([N+:8]([O-:9])=[CH:17][C:16]2[CH:19]=[CH:20][CH:21]=[CH:22][C:15]=2[N:10]2[CH:14]=[CH:13][CH:12]=[N:11]2)[CH2:7][CH2:6][CH2:5][CH2:4][CH2:3]1. (8) Given the reactants Cl[C:2]1[CH:7]=[CH:6][C:5]([F:8])=[CH:4][C:3]=1[N+:9]([O-])=O.O.O.O.O.O.O.O.O.O.[S-2:21].[Na+].[Na+], predict the reaction product. The product is: [NH2:9][C:3]1[CH:4]=[C:5]([F:8])[CH:6]=[CH:7][C:2]=1[SH:21]. (9) The product is: [C:20]([CH2:21][CH2:16][CH:11]([C:3]1[CH:4]=[CH:5][C:6]([N+:8]([O-:10])=[O:9])=[CH:7][C:2]=1[F:1])[C:12]([O:14][CH3:15])=[O:13])#[N:23]. Given the reactants [F:1][C:2]1[CH:7]=[C:6]([N+:8]([O-:10])=[O:9])[CH:5]=[CH:4][C:3]=1[CH:11]([C:16](OC)=O)[C:12]([O:14][CH3:15])=[O:13].[C:20](#[N:23])[CH:21]=C.CO[Na], predict the reaction product.